This data is from Experimentally validated miRNA-target interactions with 360,000+ pairs, plus equal number of negative samples. The task is: Binary Classification. Given a miRNA mature sequence and a target amino acid sequence, predict their likelihood of interaction. The miRNA is hsa-miR-3065-3p with sequence UCAGCACCAGGAUAUUGUUGGAG. The protein sequence of the target gene is MELYFGEYQHVQQEYGVHLRLASDDTQKSRSSQNSKAGSYGVSIRVQGIDGHPYIVLNNTERCLAGTSFSENGPPFPPPVINNLPLHSSNGSVPKENSEELQLPENPYAQPSPIRNLKQPLLHEGKNGVLDRKDGSVKPSHLLNFQRHPELLQPYDPEKNELNLQNHQPSESNWLKTLTEEGINNKKPWTCFPKPSNSQPTSPSLEDPAKSGVTAIRLCSSVVIEDPKKQTSVCVNVQSCTKERVGEEALFTSGRPLTAHSPHAHPETKKTRPDVLPFRRQDSAGPVLDGARSRRSSSSS.... Result: 1 (interaction).